Dataset: Forward reaction prediction with 1.9M reactions from USPTO patents (1976-2016). Task: Predict the product of the given reaction. (1) Given the reactants [I-].[CH3:2][S+](C)(C)=O.[H-].[Na+].[F:9][C:10]([F:28])([F:27])[C:11]1[CH:16]=[CH:15][C:14]([N:17]2[CH2:22][CH2:21][N:20]([CH2:23][C:24](=[O:26])[CH3:25])[CH2:19][CH2:18]2)=[CH:13][CH:12]=1.O, predict the reaction product. The product is: [CH3:25][C:24]1([CH2:23][N:20]2[CH2:19][CH2:18][N:17]([C:14]3[CH:13]=[CH:12][C:11]([C:10]([F:9])([F:27])[F:28])=[CH:16][CH:15]=3)[CH2:22][CH2:21]2)[CH2:2][O:26]1. (2) Given the reactants [N+:1]([C:4]1[CH:12]=[CH:11][C:7]([C:8](Cl)=[O:9])=[CH:6][CH:5]=1)([O-:3])=[O:2].[CH3:13][O:14][C:15]1[CH:16]=[C:17]([C:21]2([OH:27])[CH2:26][CH2:25][CH2:24][NH:23][CH2:22]2)[CH:18]=[CH:19][CH:20]=1, predict the reaction product. The product is: [OH:27][C:21]1([C:17]2[CH:18]=[CH:19][CH:20]=[C:15]([O:14][CH3:13])[CH:16]=2)[CH2:26][CH2:25][CH2:24][N:23]([C:8]([C:7]2[CH:11]=[CH:12][C:4]([N+:1]([O-:3])=[O:2])=[CH:5][CH:6]=2)=[O:9])[CH2:22]1. (3) Given the reactants Cl[C:2]1[CH:10]=[CH:9][C:5]([C:6]([OH:8])=[O:7])=[CH:4][C:3]=1[N+:11]([O-])=O.C(N)(C)C.[Cl:18][C:19]1[CH:56]=[CH:55][C:22]([C:23]2[C:28]([C:29]3[CH:38]=[CH:37][C:36]4[C:31](=[CH:32][CH:33]=[C:34]([C:39]5N(CC)[C:42]6C=CC(C(O)=O)=[CH:49][C:41]=6[N:40]=5)[CH:35]=4)[N:30]=3)=[CH:27][C:26]([O:53][CH3:54])=[CH:25][CH:24]=2)=[CH:21][CH:20]=1, predict the reaction product. The product is: [Cl:18][C:19]1[CH:56]=[CH:55][C:22]([C:23]2[C:28]([C:29]3[CH:38]=[CH:37][C:36]4[C:31](=[CH:32][CH:33]=[C:34]([C:39]5[N:40]([CH:41]([CH3:49])[CH3:42])[C:2]6[CH:10]=[CH:9][C:5]([C:6]([OH:8])=[O:7])=[CH:4][C:3]=6[N:11]=5)[CH:35]=4)[N:30]=3)=[CH:27][C:26]([O:53][CH3:54])=[CH:25][CH:24]=2)=[CH:21][CH:20]=1.